This data is from NCI-60 drug combinations with 297,098 pairs across 59 cell lines. The task is: Regression. Given two drug SMILES strings and cell line genomic features, predict the synergy score measuring deviation from expected non-interaction effect. (1) Drug 1: CC1CCC2CC(C(=CC=CC=CC(CC(C(=O)C(C(C(=CC(C(=O)CC(OC(=O)C3CCCCN3C(=O)C(=O)C1(O2)O)C(C)CC4CCC(C(C4)OC)O)C)C)O)OC)C)C)C)OC. Drug 2: CC1CCCC2(C(O2)CC(NC(=O)CC(C(C(=O)C(C1O)C)(C)C)O)C(=CC3=CSC(=N3)C)C)C. Cell line: UACC-257. Synergy scores: CSS=22.3, Synergy_ZIP=4.03, Synergy_Bliss=1.94, Synergy_Loewe=-8.36, Synergy_HSA=-0.216. (2) Drug 1: C1=C(C(=O)NC(=O)N1)F. Drug 2: CC1=C(N=C(N=C1N)C(CC(=O)N)NCC(C(=O)N)N)C(=O)NC(C(C2=CN=CN2)OC3C(C(C(C(O3)CO)O)O)OC4C(C(C(C(O4)CO)O)OC(=O)N)O)C(=O)NC(C)C(C(C)C(=O)NC(C(C)O)C(=O)NCCC5=NC(=CS5)C6=NC(=CS6)C(=O)NCCC[S+](C)C)O. Cell line: HOP-92. Synergy scores: CSS=33.9, Synergy_ZIP=-6.66, Synergy_Bliss=0.471, Synergy_Loewe=3.63, Synergy_HSA=5.26.